From a dataset of Reaction yield outcomes from USPTO patents with 853,638 reactions. Predict the reaction yield, written as a fraction of the theoretical maximum amount of product (1.0 means a 100% yield; for example, 0.34 means a 34% yield). (1) The reactants are [C:1]([O:5][C:6]([N:8]1[CH2:12][CH2:11][CH2:10][CH:9]1[C:13]1[NH:14][C:15]([C:18]2[CH:23]=[CH:22][C:21](Br)=[CH:20][CH:19]=2)=[CH:16][N:17]=1)=[O:7])([CH3:4])([CH3:3])[CH3:2].[CH3:25][O:26][C:27](=[O:64])[NH:28][CH:29]([C:33]([N:35]1[CH2:39][CH2:38][CH2:37][CH:36]1[C:40]1[NH:41][C:42]([C:45]2[CH:54]=[CH:53][C:52]3[C:47](=[CH:48][CH:49]=[C:50](B4OC(C)(C)C(C)(C)O4)[CH:51]=3)[CH:46]=2)=[CH:43][N:44]=1)=[O:34])[CH:30]([CH3:32])[CH3:31].[O-]P([O-])([O-])=O.[K+].[K+].[K+].CC1(C)C2C(=C(P(C3C=CC=CC=3)C3C=CC=CC=3)C=CC=2)OC2C(P(C3C=CC=CC=3)C3C=CC=CC=3)=CC=CC1=2. The catalyst is COCCOC.CCOC(C)=O.CO.C1C=CC(/C=C/C(/C=C/C2C=CC=CC=2)=O)=CC=1.C1C=CC(/C=C/C(/C=C/C2C=CC=CC=2)=O)=CC=1.C1C=CC(/C=C/C(/C=C/C2C=CC=CC=2)=O)=CC=1.[Pd].[Pd]. The product is [C:1]([O:5][C:6]([N:8]1[CH2:12][CH2:11][CH2:10][CH:9]1[C:13]1[NH:14][C:15]([C:18]2[CH:23]=[CH:22][C:21]([C:50]3[CH:49]=[CH:48][C:47]4[C:52](=[CH:53][CH:54]=[C:45]([C:42]5[NH:41][C:40]([CH:36]6[CH2:37][CH2:38][CH2:39][N:35]6[C:33](=[O:34])[CH:29]([NH:28][C:27]([O:26][CH3:25])=[O:64])[CH:30]([CH3:32])[CH3:31])=[N:44][CH:43]=5)[CH:46]=4)[CH:51]=3)=[CH:20][CH:19]=2)=[CH:16][N:17]=1)=[O:7])([CH3:4])([CH3:3])[CH3:2]. The yield is 0.490. (2) The reactants are [N:1]([C:4]1([CH:20]([CH3:23])[CH2:21][OH:22])[C:17]2[CH:16]=[C:15]([Cl:18])[N:14]=[CH:13][C:12]=2[O:11][C:10]2[C:5]1=[CH:6][C:7]([Br:19])=[CH:8][CH:9]=2)=[N+]=[N-].[H-].[H-].[H-].[H-].[Li+].[Al+3].[O-]S([O-])(=O)=O.[Na+].[Na+]. The catalyst is C1COCC1. The product is [NH2:1][C:4]1([CH:20]([CH3:23])[CH2:21][OH:22])[C:17]2[CH:16]=[C:15]([Cl:18])[N:14]=[CH:13][C:12]=2[O:11][C:10]2[C:5]1=[CH:6][C:7]([Br:19])=[CH:8][CH:9]=2. The yield is 0.700. (3) The reactants are Br[C:2]1[CH:7]=[CH:6][C:5]([NH:8][C:9]2[O:10][C:11]3[CH:17]=[CH:16][C:15]([CH3:18])=[CH:14][C:12]=3[N:13]=2)=[CH:4][CH:3]=1.[CH3:19][Si:20]([CH3:42])([CH3:41])[CH2:21][CH2:22][O:23][C:24]([C@@H:26]1[CH2:31][CH2:30][CH2:29][CH2:28][C@H:27]1[C:32](=[O:40])[C:33]1[CH:38]=[CH:37][C:36](Br)=[CH:35][CH:34]=1)=[O:25].C([O-])(O)=O.[Na+].ClCCl. The catalyst is CCOC(C)=O.C1C=CC(P(C2C=CC=CC=2)[C-]2C=CC=C2)=CC=1.C1C=CC(P(C2C=CC=CC=2)[C-]2C=CC=C2)=CC=1.Cl[Pd]Cl.[Fe+2].CCO.C1(C)C=CC=CC=1. The product is [CH3:19][Si:20]([CH3:42])([CH3:41])[CH2:21][CH2:22][O:23][C:24]([C@@H:26]1[CH2:31][CH2:30][CH2:29][CH2:28][C@H:27]1[C:32]([C:33]1[CH:34]=[CH:35][C:36]([C:2]2[CH:7]=[CH:6][C:5]([NH:8][C:9]3[O:10][C:11]4[CH:17]=[CH:16][C:15]([CH3:18])=[CH:14][C:12]=4[N:13]=3)=[CH:4][CH:3]=2)=[CH:37][CH:38]=1)=[O:40])=[O:25]. The yield is 0.500.